This data is from Full USPTO retrosynthesis dataset with 1.9M reactions from patents (1976-2016). The task is: Predict the reactants needed to synthesize the given product. (1) Given the product [CH3:1][C:2]([CH3:15])([CH2:7][CH2:8][C:9]1[CH:10]=[CH:11][CH:12]=[CH:13][CH:14]=1)[CH2:3][N:4]([CH3:6])[CH3:5], predict the reactants needed to synthesize it. The reactants are: [CH3:1][C:2]([CH3:15])([CH:7]=[CH:8][C:9]1[CH:14]=[CH:13][CH:12]=[CH:11][CH:10]=1)[CH2:3][N:4]([CH3:6])[CH3:5]. (2) Given the product [C:1]([O:9][CH2:10][C@@H:11]1[C@@:15]([O:17][C:18](=[O:20])[CH3:19])([CH3:16])[C@:14]([F:22])([CH3:21])[CH:13]([N:23]2[CH:31]=[N:30][C:29]3[C:24]2=[N:25][CH:26]=[N:27][C:28]=3[NH:37][CH:33]2[CH2:36][CH2:35][CH2:34]2)[O:12]1)(=[O:8])[C:2]1[CH:7]=[CH:6][CH:5]=[CH:4][CH:3]=1, predict the reactants needed to synthesize it. The reactants are: [C:1]([O:9][CH2:10][C@@H:11]1[C@@:15]([O:17][C:18](=[O:20])[CH3:19])([CH3:16])[C@:14]([F:22])([CH3:21])[CH:13]([N:23]2[CH:31]=[N:30][C:29]3[C:24]2=[N:25][CH:26]=[N:27][C:28]=3Cl)[O:12]1)(=[O:8])[C:2]1[CH:7]=[CH:6][CH:5]=[CH:4][CH:3]=1.[CH:33]1([NH2:37])[CH2:36][CH2:35][CH2:34]1.O. (3) Given the product [CH3:25][O:24][C:16]1[CH:15]=[C:14]([CH:19]=[C:18]([O:20][CH3:21])[C:17]=1[O:22][CH3:23])[C:12]([C:10]1[N:11]=[C:7]([C:1]2[CH:6]=[CH:5][C:4]([CH2:30][C:31]#[N:32])=[CH:3][CH:2]=2)[S:8][CH:9]=1)=[O:13], predict the reactants needed to synthesize it. The reactants are: [C:1]1([C:7]2[S:8][CH:9]=[C:10]([C:12]([C:14]3[CH:19]=[C:18]([O:20][CH3:21])[C:17]([O:22][CH3:23])=[C:16]([O:24][CH3:25])[CH:15]=3)=[O:13])[N:11]=2)[CH:6]=[CH:5][CH:4]=[CH:3][CH:2]=1.C(#N)C1C=C[C:30]([C:31]#[N:32])=CC=1.N[C@H](C(O)=O)CS. (4) Given the product [NH2:1][C:2]1[CH:7]=[CH:6][CH:5]=[C:4]([F:8])[C:3]=1[CH:9]=[O:10], predict the reactants needed to synthesize it. The reactants are: [NH2:1][C:2]1[CH:7]=[CH:6][CH:5]=[C:4]([F:8])[C:3]=1[CH2:9][OH:10]. (5) The reactants are: [OH:1][C:2]1[CH:3]=[C:4]([CH:7]=[CH:8][CH:9]=1)[CH:5]=O.[CH3:10][C:11]1[CH:16]=[C:15]([CH3:17])[CH:14]=[C:13]([CH3:18])[C:12]=1[CH:19]1[O:24][C:23](=[O:25])[CH2:22][C:21](=O)[CH2:20]1.C([O-])(=O)C.[NH4+].[CH3:32][N:33]([CH3:40])[C:34](=[O:39])[CH2:35][C:36](=O)[CH3:37].F[B-](F)(F)F.C([N+:50]1C=CN(C)C=1)CCC. Given the product [CH3:32][N:33]([CH3:40])[C:34]([C:35]1[CH:5]([C:4]2[CH:7]=[CH:8][CH:9]=[C:2]([OH:1])[CH:3]=2)[C:22]2[C:23](=[O:25])[O:24][CH:19]([C:12]3[C:11]([CH3:10])=[CH:16][C:15]([CH3:17])=[CH:14][C:13]=3[CH3:18])[CH2:20][C:21]=2[NH:50][C:36]=1[CH3:37])=[O:39], predict the reactants needed to synthesize it.